Dataset: NCI-60 drug combinations with 297,098 pairs across 59 cell lines. Task: Regression. Given two drug SMILES strings and cell line genomic features, predict the synergy score measuring deviation from expected non-interaction effect. (1) Drug 1: C1CCC(C1)C(CC#N)N2C=C(C=N2)C3=C4C=CNC4=NC=N3. Drug 2: CC1=C(C=C(C=C1)NC2=NC=CC(=N2)N(C)C3=CC4=NN(C(=C4C=C3)C)C)S(=O)(=O)N.Cl. Cell line: RXF 393. Synergy scores: CSS=8.25, Synergy_ZIP=-2.31, Synergy_Bliss=2.17, Synergy_Loewe=1.55, Synergy_HSA=2.56. (2) Drug 1: C1CC(C1)(C(=O)O)C(=O)O.[NH2-].[NH2-].[Pt+2]. Drug 2: N.N.Cl[Pt+2]Cl. Cell line: K-562. Synergy scores: CSS=55.0, Synergy_ZIP=1.79, Synergy_Bliss=-3.01, Synergy_Loewe=18.0, Synergy_HSA=3.34. (3) Drug 1: CN1CCC(CC1)COC2=C(C=C3C(=C2)N=CN=C3NC4=C(C=C(C=C4)Br)F)OC. Synergy scores: CSS=-3.76, Synergy_ZIP=1.23, Synergy_Bliss=-2.90, Synergy_Loewe=-6.59, Synergy_HSA=-6.08. Cell line: MDA-MB-435. Drug 2: CC(C)CN1C=NC2=C1C3=CC=CC=C3N=C2N. (4) Drug 1: CCN(CC)CCCC(C)NC1=C2C=C(C=CC2=NC3=C1C=CC(=C3)Cl)OC. Drug 2: C1C(C(OC1N2C=NC(=NC2=O)N)CO)O. Cell line: KM12. Synergy scores: CSS=20.5, Synergy_ZIP=-5.64, Synergy_Bliss=-1.85, Synergy_Loewe=-9.07, Synergy_HSA=-8.77.